This data is from Forward reaction prediction with 1.9M reactions from USPTO patents (1976-2016). The task is: Predict the product of the given reaction. Given the reactants C(OC(N(C[C@@H](C1C=CC=C(Cl)C=1)O)CCC1C=CC(O[C:16]2[CH:25]=[CH:24][C:19]([C:20]([O:22]C)=[O:21])=[CH:18][CH:17]=2)=CC=1)=O)(C)(C)C.[OH-].[Na+], predict the reaction product. The product is: [C:20]([OH:22])(=[O:21])[C:19]1[CH:24]=[CH:25][CH:16]=[CH:17][CH:18]=1.